Predict the reactants needed to synthesize the given product. From a dataset of Full USPTO retrosynthesis dataset with 1.9M reactions from patents (1976-2016). (1) Given the product [CH3:25][CH:26]1[N:31]([CH2:2][C:3]2[N:7]([C:8]3[CH:13]=[CH:12][CH:11]=[C:10]([C:14]([F:17])([F:16])[F:15])[CH:9]=3)[N:6]=[N:5][N:4]=2)[CH2:30][CH2:29][NH:28][C:27]1=[O:32], predict the reactants needed to synthesize it. The reactants are: Cl[CH2:2][C:3]1[N:7]([C:8]2[CH:13]=[CH:12][CH:11]=[C:10]([C:14]([F:17])([F:16])[F:15])[CH:9]=2)[N:6]=[N:5][N:4]=1.C(N(CC)CC)C.[CH3:25][CH:26]1[NH:31][CH2:30][CH2:29][NH:28][C:27]1=[O:32]. (2) Given the product [Cl:15][C:5]1[C:4]([C:9]([F:12])([F:11])[F:10])=[CH:3][C:2]([I:1])=[CH:7][N:6]=1, predict the reactants needed to synthesize it. The reactants are: [I:1][C:2]1[CH:3]=[C:4]([C:9]([F:12])([F:11])[F:10])[C:5](O)=[N:6][CH:7]=1.O=P(Cl)(Cl)[Cl:15]. (3) The reactants are: [Cl:1][C:2]1[CH:3]=[C:4]2[C:8](=[CH:9][CH:10]=1)[NH:7][C:6]1[CH:11]([CH2:16][CH3:17])[N:12]([CH3:15])[CH2:13][CH2:14][C:5]2=1.N1CCC[C@H]1C(O)=O.[O-]P([O-])([O-])=O.[K+].[K+].[K+].Br[CH:35]=[C:36]([C:38]1[CH:43]=[CH:42][C:41]([O:44][CH3:45])=[C:40]([F:46])[CH:39]=1)[CH3:37]. Given the product [Cl:1][C:2]1[CH:3]=[C:4]2[C:8](=[CH:9][CH:10]=1)[N:7]([CH:35]=[C:36]([C:38]1[CH:43]=[CH:42][C:41]([O:44][CH3:45])=[C:40]([F:46])[CH:39]=1)[CH3:37])[C:6]1[CH:11]([CH2:16][CH3:17])[N:12]([CH3:15])[CH2:13][CH2:14][C:5]2=1, predict the reactants needed to synthesize it. (4) The reactants are: [CH3:1][C:2]([NH:14][C@@H:15]1[CH2:19][C@H:18]([C:20]2[CH:25]=[CH:24][CH:23]=[C:22]([O:26][C:27]([F:30])([F:29])[F:28])[CH:21]=2)[N:17]([C:31]2[CH:36]=[CH:35][C:34]([C:37]([F:40])([F:39])[F:38])=[CH:33][CH:32]=2)[C:16]1=[O:41])([C:4]1[CH:9]=[CH:8][N:7]=[C:6]([C:10]([F:13])([F:12])[F:11])[N:5]=1)[CH3:3].[C:42]([OH:51])(=[O:50])[CH2:43][CH2:44][CH2:45][CH2:46][C:47]([OH:49])=[O:48]. Given the product [C:42]([OH:51])(=[O:50])[CH2:43][CH2:44][CH2:45][CH2:46][C:47]([OH:49])=[O:48].[CH3:3][C:2]([NH:14][C@@H:15]1[CH2:19][C@H:18]([C:20]2[CH:25]=[CH:24][CH:23]=[C:22]([O:26][C:27]([F:28])([F:29])[F:30])[CH:21]=2)[N:17]([C:31]2[CH:32]=[CH:33][C:34]([C:37]([F:38])([F:40])[F:39])=[CH:35][CH:36]=2)[C:16]1=[O:41])([C:4]1[CH:9]=[CH:8][N:7]=[C:6]([C:10]([F:11])([F:13])[F:12])[N:5]=1)[CH3:1], predict the reactants needed to synthesize it. (5) Given the product [CH3:12][O:11][C:7]1[CH:6]=[C:5]([C:13]2[N:22]=[C:21]([C:23]([N:32]3[CH2:31][CH2:30][C:29]4[C:34](=[CH:35][CH:36]=[C:37]([O:38][CH3:39])[C:28]=4[OH:27])[CH2:33]3)=[O:25])[C:20]3[C:15](=[CH:16][CH:17]=[CH:18][CH:19]=3)[N:14]=2)[CH:4]=[C:3]([O:2][CH3:1])[C:8]=1[O:9][CH3:10], predict the reactants needed to synthesize it. The reactants are: [CH3:1][O:2][C:3]1[CH:4]=[C:5]([C:13]2[N:22]=[C:21]([C:23]([OH:25])=O)[C:20]3[C:15](=[CH:16][CH:17]=[CH:18][CH:19]=3)[N:14]=2)[CH:6]=[C:7]([O:11][CH3:12])[C:8]=1[O:9][CH3:10].Cl.[OH:27][C:28]1[C:37]([O:38][CH3:39])=[CH:36][CH:35]=[C:34]2[C:29]=1[CH2:30][CH2:31][NH:32][CH2:33]2. (6) Given the product [NH2:8][C:9]1[N:10]=[C:11]([S:18][CH3:19])[C:12]([C:16]#[N:17])=[C:13]([N:1]2[CH:5]=[CH:4][CH:3]=[N:2]2)[N:14]=1, predict the reactants needed to synthesize it. The reactants are: [NH:1]1[CH:5]=[CH:4][CH:3]=[N:2]1.[H-].[K+].[NH2:8][C:9]1[N:14]=[C:13](Br)[C:12]([C:16]#[N:17])=[C:11]([S:18][CH3:19])[N:10]=1.